This data is from Merck oncology drug combination screen with 23,052 pairs across 39 cell lines. The task is: Regression. Given two drug SMILES strings and cell line genomic features, predict the synergy score measuring deviation from expected non-interaction effect. (1) Drug 1: COC12C(COC(N)=O)C3=C(C(=O)C(C)=C(N)C3=O)N1CC1NC12. Drug 2: CCN(CC)CCNC(=O)c1c(C)[nH]c(C=C2C(=O)Nc3ccc(F)cc32)c1C. Cell line: LNCAP. Synergy scores: synergy=-10.4. (2) Drug 1: CN(C)C(=N)N=C(N)N. Drug 2: CNC(=O)c1cc(Oc2ccc(NC(=O)Nc3ccc(Cl)c(C(F)(F)F)c3)cc2)ccn1. Cell line: SW837. Synergy scores: synergy=3.57.